Dataset: Catalyst prediction with 721,799 reactions and 888 catalyst types from USPTO. Task: Predict which catalyst facilitates the given reaction. (1) Reactant: [CH2:1]([O:8][C:9]([N:11]1[CH2:15][CH2:14][CH2:13][C@H:12]1[C:16]([OH:18])=O)=[O:10])[C:2]1[CH:7]=[CH:6][CH:5]=[CH:4][CH:3]=1.C(Cl)(=O)C([Cl:22])=O. Product: [Cl:22][C:16]([C@@H:12]1[CH2:13][CH2:14][CH2:15][N:11]1[C:9]([O:8][CH2:1][C:2]1[CH:7]=[CH:6][CH:5]=[CH:4][CH:3]=1)=[O:10])=[O:18]. The catalyst class is: 2. (2) Reactant: Br[C:2]1[C:11]2[C:6](=[CH:7][CH:8]=[CH:9][CH:10]=2)[C:5]([CH2:12][O:13][Si:14]([C:17]([CH3:20])([CH3:19])[CH3:18])([CH3:16])[CH3:15])=[CH:4][CH:3]=1.C(O[B:25]1[O:29][C:28]([CH3:31])([CH3:30])[C:27]([CH3:33])([CH3:32])[O:26]1)(C)C.[Li]CCCC. Product: [C:17]([Si:14]([CH3:16])([CH3:15])[O:13][CH2:12][C:5]1[C:6]2[C:11](=[CH:10][CH:9]=[CH:8][CH:7]=2)[C:2]([B:25]2[O:29][C:28]([CH3:31])([CH3:30])[C:27]([CH3:33])([CH3:32])[O:26]2)=[CH:3][CH:4]=1)([CH3:20])([CH3:19])[CH3:18]. The catalyst class is: 1. (3) Reactant: N.[C:2]1(=[O:20])[CH2:19][C@H:18]2[C@@H:4]([CH2:5][CH2:6][C@H:7]3[C@H:16]4[C:11](=[CH:12][C:13](=[O:17])[CH2:14][CH2:15]4)[CH2:10][CH2:9][C@@H:8]32)[CH2:3]1.[NH4+].[Cl-]. Product: [C:2]1(=[O:20])[CH2:19][C@H:18]2[C@@H:4]([CH2:5][CH2:6][C@H:7]3[C@H:16]4[C@@H:11]([CH2:12][C:13](=[O:17])[CH2:14][CH2:15]4)[CH2:10][CH2:9][C@@H:8]32)[CH2:3]1. The catalyst class is: 1. (4) Reactant: C([O:3][C:4]([C:6]1[CH:11]=[C:10]([CH2:12][CH3:13])[N:9]=[C:8](S(C)(=O)=O)[N:7]=1)=[O:5])C.[CH3:18][CH2:19][O-:20].[Na+]. Product: [CH2:19]([O:20][C:8]1[N:7]=[C:6]([C:4]([OH:3])=[O:5])[CH:11]=[C:10]([CH2:12][CH3:13])[N:9]=1)[CH3:18]. The catalyst class is: 8. (5) The catalyst class is: 20. Product: [Cl:25][C:26]1[CH:34]=[CH:33][C:32]([Cl:35])=[CH:31][C:27]=1[C:28]([NH:30][C:9](=[O:24])[NH:10][C:11]1[S:12][C:13]2[CH:19]=[C:18]([S:20]([CH3:23])(=[O:21])=[O:22])[CH:17]=[CH:16][C:14]=2[N:15]=1)=[O:29]. Reactant: FC1C=CC(O[C:9](=[O:24])[NH:10][C:11]2[S:12][C:13]3[CH:19]=[C:18]([S:20]([CH3:23])(=[O:22])=[O:21])[CH:17]=[CH:16][C:14]=3[N:15]=2)=CC=1.[Cl:25][C:26]1[CH:34]=[CH:33][C:32]([Cl:35])=[CH:31][C:27]=1[C:28]([NH2:30])=[O:29].CC(C)([O-])C.[K+].Cl.